Task: Predict the reactants needed to synthesize the given product.. Dataset: Full USPTO retrosynthesis dataset with 1.9M reactions from patents (1976-2016) Given the product [Cl:1][C:2]1[CH:7]=[CH:6][CH:5]=[CH:4][C:3]=1[C:8]1[C:9]([CH2:21][OH:22])=[CH:10][N:11]([C:13]2[C:18]([CH3:19])=[CH:17][N:16]=[C:15]([F:20])[CH:14]=2)[CH:12]=1, predict the reactants needed to synthesize it. The reactants are: [Cl:1][C:2]1[CH:7]=[CH:6][CH:5]=[CH:4][C:3]=1[C:8]1[C:9]([C:21](OCC)=[O:22])=[CH:10][N:11]([C:13]2[C:18]([CH3:19])=[CH:17][N:16]=[C:15]([F:20])[CH:14]=2)[CH:12]=1.[AlH4-].[Li+].